From a dataset of Catalyst prediction with 721,799 reactions and 888 catalyst types from USPTO. Predict which catalyst facilitates the given reaction. (1) Reactant: [CH3:1][C:2]([O:4][C@H:5]1[C@H:9]([OH:10])[CH2:8][CH2:7][CH2:6]1)=[O:3].N1C=CC=CC=1.[Cl:17][C:18](Cl)([O:20]C(=O)OC(Cl)(Cl)Cl)Cl. Product: [Cl:17][C:18]([O:10][C@@H:9]1[CH2:8][CH2:7][CH2:6][C@H:5]1[O:4][C:2](=[O:3])[CH3:1])=[O:20]. The catalyst class is: 4. (2) Reactant: CS([C:5]1[O:9][C:8]([C:10]2[CH:11]=[CH:12][C:13]3[N:17]=[CH:16][N:15]([C:18]4[CH:23]=[CH:22][CH:21]=[C:20]([O:24][C:25]([F:28])([F:27])[F:26])[CH:19]=4)[C:14]=3[CH:29]=2)=[N:7][N:6]=1)(=O)=O.[CH3:30][NH2:31].O1CCCC1. Product: [CH3:30][NH:31][C:5]1[O:9][C:8]([C:10]2[CH:11]=[CH:12][C:13]3[N:17]=[CH:16][N:15]([C:18]4[CH:23]=[CH:22][CH:21]=[C:20]([O:24][C:25]([F:28])([F:27])[F:26])[CH:19]=4)[C:14]=3[CH:29]=2)=[N:7][N:6]=1. The catalyst class is: 60.